Task: Predict which catalyst facilitates the given reaction.. Dataset: Catalyst prediction with 721,799 reactions and 888 catalyst types from USPTO (1) Reactant: Cl[C:2]1[C:7]([O:8][CH3:9])=[C:6]([Cl:10])[N:5]=[CH:4][N:3]=1.[C:11]([O:15][C:16]([N:18]1[CH2:23][CH2:22][CH:21]([OH:24])[CH2:20][CH2:19]1)=[O:17])([CH3:14])([CH3:13])[CH3:12].CC(C)([O-])C.[K+].[Cl-].[NH4+]. Product: [C:11]([O:15][C:16]([N:18]1[CH2:23][CH2:22][CH:21]([O:24][C:2]2[C:7]([O:8][CH3:9])=[C:6]([Cl:10])[N:5]=[CH:4][N:3]=2)[CH2:20][CH2:19]1)=[O:17])([CH3:14])([CH3:12])[CH3:13]. The catalyst class is: 1. (2) Reactant: [F:1][C:2]1[C:7]([F:8])=[CH:6][CH:5]=[CH:4][C:3]=1[C:9]([CH3:13])([CH3:12])[C:10]#N.[OH2:14].[OH:15]S(O)(=O)=O. Product: [F:1][C:2]1[C:7]([F:8])=[CH:6][CH:5]=[CH:4][C:3]=1[C:9]([CH3:13])([CH3:12])[C:10]([OH:15])=[O:14]. The catalyst class is: 12. (3) Reactant: [O:1]1[C:5]2=[CH:6][N:7]=[CH:8][CH:9]=[C:4]2[CH:3]=[C:2]1[C:10]([NH:12][CH2:13][CH:14]1[C:16]2([CH2:21][CH2:20][N:19](C(OC(C)(C)C)=O)[CH2:18][CH2:17]2)[CH2:15]1)=[O:11].[ClH:29]. Product: [ClH:29].[CH:14]1([CH2:13][NH:12][C:10]([C:2]2[O:1][C:5]3=[CH:6][N:7]=[CH:8][CH:9]=[C:4]3[CH:3]=2)=[O:11])[C:16]2([CH2:17][CH2:18][NH:19][CH2:20][CH2:21]2)[CH2:15]1. The catalyst class is: 5. (4) Reactant: [C:1]([O:5][C:6]([N:8]1[CH:13]([C:14]2[NH:15][C:16]([C:19]3[CH:24]=[CH:23][C:22](Br)=[CH:21][CH:20]=3)=[CH:17][N:18]=2)[CH:12]2[CH2:26][CH:9]1[CH2:10][CH2:11]2)=[O:7])([CH3:4])([CH3:3])[CH3:2].[B:27]1([B:27]2[O:31][C:30]([CH3:33])([CH3:32])[C:29]([CH3:35])([CH3:34])[O:28]2)[O:31][C:30]([CH3:33])([CH3:32])[C:29]([CH3:35])([CH3:34])[O:28]1.C([O-])(=O)C.[K+]. Product: [C:1]([O:5][C:6]([N:8]1[CH:13]([C:14]2[NH:15][C:16]([C:19]3[CH:24]=[CH:23][C:22]([B:27]4[O:31][C:30]([CH3:33])([CH3:32])[C:29]([CH3:35])([CH3:34])[O:28]4)=[CH:21][CH:20]=3)=[CH:17][N:18]=2)[CH:12]2[CH2:26][CH:9]1[CH2:10][CH2:11]2)=[O:7])([CH3:4])([CH3:3])[CH3:2]. The catalyst class is: 752. (5) Reactant: CC1(C)C(C)(C)OB([C:9]2[CH:14]=[CH:13][C:12]([CH:15]([N:17]3[C:25](=[O:26])[C:24]4[C:19](=[CH:20][CH:21]=[CH:22][CH:23]=4)[C:18]3=[O:27])[CH3:16])=[CH:11][CH:10]=2)O1.P([O-])([O-])([O-])=O.[K+].[K+].[K+].Br[C:38]1[CH2:39][C:40]([C:47]2[CH:52]=[C:51]([Cl:53])[CH:50]=[C:49]([Cl:54])[CH:48]=2)([C:43]([F:46])([F:45])[F:44])[O:41][CH:42]=1. Product: [Cl:53][C:51]1[CH:52]=[C:47]([C:40]2([C:43]([F:46])([F:45])[F:44])[CH2:39][C:38]([C:9]3[CH:14]=[CH:13][C:12]([CH:15]([N:17]4[C:25](=[O:26])[C:24]5[C:19](=[CH:20][CH:21]=[CH:22][CH:23]=5)[C:18]4=[O:27])[CH3:16])=[CH:11][CH:10]=3)=[CH:42][O:41]2)[CH:48]=[C:49]([Cl:54])[CH:50]=1. The catalyst class is: 25. (6) Reactant: C([N:3]([CH2:6][CH3:7])[CH2:4]C)C.ClC(Cl)(OC(=O)OC(Cl)(Cl)Cl)Cl.[C:20]([O:23][CH2:24][CH3:25])(=[O:22])[CH3:21].[CH3:26][CH2:27][CH2:28][CH2:29]CC. Product: [CH2:24]([O:23][C:20](=[O:22])[CH2:21][C@H:27]1[CH2:26][CH2:7][C@H:6]([N+:3]#[C-:4])[CH2:29][CH2:28]1)[CH3:25]. The catalyst class is: 2.